Predict the reactants needed to synthesize the given product. From a dataset of Full USPTO retrosynthesis dataset with 1.9M reactions from patents (1976-2016). Given the product [CH2:11]([O:13][C:14]1[CH:15]=[C:16]([C:22]([C:24]2[CH:29]=[CH:28][C:27]([O:30][CH3:31])=[C:26]([N+:32]([O-:34])=[O:33])[CH:25]=2)=[CH:35][CH3:36])[CH:17]=[CH:18][C:19]=1[O:20][CH3:21])[CH3:12], predict the reactants needed to synthesize it. The reactants are: C[Si]([N-][Si](C)(C)C)(C)C.[Li+].[CH2:11]([O:13][C:14]1[CH:15]=[C:16]([C:22]([C:24]2[CH:29]=[CH:28][C:27]([O:30][CH3:31])=[C:26]([N+:32]([O-:34])=[O:33])[CH:25]=2)=O)[CH:17]=[CH:18][C:19]=1[O:20][CH3:21])[CH3:12].[CH2:35]1COC[CH2:36]1.